This data is from Full USPTO retrosynthesis dataset with 1.9M reactions from patents (1976-2016). The task is: Predict the reactants needed to synthesize the given product. Given the product [Br:1][C:2]1[CH:3]=[CH:4][C:5]([O:8][C:9]([F:10])([F:11])[F:12])=[C:6]([S:14]([Cl:13])(=[O:16])=[O:15])[CH:7]=1, predict the reactants needed to synthesize it. The reactants are: [Br:1][C:2]1[CH:7]=[CH:6][C:5]([O:8][C:9]([F:12])([F:11])[F:10])=[CH:4][CH:3]=1.[Cl:13][S:14](O)(=[O:16])=[O:15].